This data is from Catalyst prediction with 721,799 reactions and 888 catalyst types from USPTO. The task is: Predict which catalyst facilitates the given reaction. (1) Reactant: [SH-].[Na+].[CH3:3][C:4]1([CH3:13])[O:8][N:7]=[C:6]([S:9]([CH3:12])(=O)=O)[CH2:5]1.C(=O)([O-])[O-].[K+].[K+].C(S([O-])=O)O.[Na+].BrC[C:28]1[C:29]([C:35]([F:38])([F:37])[F:36])=[N:30][N:31]([CH3:34])[C:32]=1[F:33]. Product: [CH3:3][C:4]1([CH3:13])[O:8][N:7]=[C:6]([S:9][CH2:12][C:28]2[C:29]([C:35]([F:38])([F:37])[F:36])=[N:30][N:31]([CH3:34])[C:32]=2[F:33])[CH2:5]1. The catalyst class is: 35. (2) Reactant: O1CCCC1.[CH3:6][C:7]1[CH:23]=[CH:22][C:10]([CH2:11][C:12]2[S:16][C:15]([CH2:17][C:18](Cl)=[N:19][OH:20])=[CH:14][CH:13]=2)=[CH:9][CH:8]=1.[C:24]([C:26]1[C:27]([NH2:33])=[N:28][C:29]([NH2:32])=[CH:30][CH:31]=1)#[CH:25].C(N(CC)CC)C. Product: [CH3:6][C:7]1[CH:23]=[CH:22][C:10]([CH2:11][C:12]2[S:16][C:15]([CH2:17][C:18]3[CH:25]=[C:24]([C:26]4[C:27]([NH2:33])=[N:28][C:29]([NH2:32])=[CH:30][CH:31]=4)[O:20][N:19]=3)=[CH:14][CH:13]=2)=[CH:9][CH:8]=1. The catalyst class is: 6. (3) Reactant: [CH2:1]([N:8]1[CH2:13][C@H:12]([O:14][Si:15]([C:18]([CH3:21])([CH3:20])[CH3:19])([CH3:17])[CH3:16])[CH2:11][C@@H:10]([OH:22])[CH2:9]1)[C:2]1[CH:7]=[CH:6][CH:5]=[CH:4][CH:3]=1.N(C(OCC)=O)=NC(OCC)=O.C(O)(=O)C1C=CC=CC=1.C1(P(C2C=CC=CC=2)C2C=CC=CC=2)C=CC=CC=1.C(=O)([O-])[O-].[Na+].[Na+]. Product: [CH2:1]([N:8]1[CH2:13][C@H:12]([O:14][Si:15]([C:18]([CH3:20])([CH3:19])[CH3:21])([CH3:16])[CH3:17])[CH2:11][C@H:10]([OH:22])[CH2:9]1)[C:2]1[CH:3]=[CH:4][CH:5]=[CH:6][CH:7]=1. The catalyst class is: 7. (4) Reactant: CCN(C(C)C)C(C)C.[NH:10]1[CH2:15][CH2:14][O:13][CH2:12][CH2:11]1.[Br:16][C:17]1[CH:22]=[CH:21][C:20]([CH:23](Cl)[CH3:24])=[CH:19][CH:18]=1. The catalyst class is: 23. Product: [Br:16][C:17]1[CH:22]=[CH:21][C:20]([CH:23]([N:10]2[CH2:15][CH2:14][O:13][CH2:12][CH2:11]2)[CH3:24])=[CH:19][CH:18]=1. (5) Reactant: [CH3:1][C:2]1[O:3][CH:4]=[N:5][N:6]=1.[Li]CCCC.[Mg+2].[Br-].[Br-].[C:15]([NH:22][C@H:23]([CH:25]=[O:26])[CH3:24])([O:17][C:18]([CH3:21])([CH3:20])[CH3:19])=[O:16]. Product: [OH:26][CH:25]([C:4]1[O:3][C:2]([CH3:1])=[N:6][N:5]=1)[C@@H:23]([NH:22][C:15](=[O:16])[O:17][C:18]([CH3:21])([CH3:20])[CH3:19])[CH3:24]. The catalyst class is: 116. (6) Reactant: [NH:1]1[CH:5]=[CH:4][CH:3]=[C:2]1[C:6]([OH:8])=[O:7].[CH3:9]CN=C=NCCCN(C)C.Cl.C1C=CC2N(O)N=NC=2C=1.CO.S([O-])(O)(=O)=O.[K+]. Product: [NH:1]1[CH:5]=[CH:4][CH:3]=[C:2]1[C:6]([O:8][CH3:9])=[O:7]. The catalyst class is: 468. (7) Reactant: [Cl:1][C:2]1[C:7]([Cl:8])=[CH:6][CH:5]=[CH:4][C:3]=1[N:9]1[CH2:14][CH2:13][N:12]([C:15]([CH:17]2[O:22][C:21]3[CH:23]=[CH:24][CH:25]=[CH:26][C:20]=3[O:19][CH2:18]2)=O)[CH2:11][CH2:10]1.[H-].[H-].[H-].[H-].[Li+].[Al+3].[OH-].[Na+]. Product: [Cl:1][C:2]1[C:7]([Cl:8])=[CH:6][CH:5]=[CH:4][C:3]=1[N:9]1[CH2:10][CH2:11][N:12]([CH2:15][CH:17]2[O:22][C:21]3[CH:23]=[CH:24][CH:25]=[CH:26][C:20]=3[O:19][CH2:18]2)[CH2:13][CH2:14]1. The catalyst class is: 1.